This data is from Full USPTO retrosynthesis dataset with 1.9M reactions from patents (1976-2016). The task is: Predict the reactants needed to synthesize the given product. (1) Given the product [NH2:1][C:4]1[C:9]2[NH:10][C:11]([CH2:20][NH:21][C:22](=[O:24])[CH3:23])([C:14]3[CH:19]=[CH:18][CH:17]=[CH:16][N:15]=3)[CH2:12][O:13][C:8]=2[CH:7]=[CH:6][CH:5]=1, predict the reactants needed to synthesize it. The reactants are: [N+:1]([C:4]1[C:9]2[NH:10][C:11]([CH2:20][NH:21][C:22](=[O:24])[CH3:23])([C:14]3[CH:19]=[CH:18][CH:17]=[CH:16][N:15]=3)[CH2:12][O:13][C:8]=2[CH:7]=[CH:6][CH:5]=1)([O-])=O.[H][H]. (2) The reactants are: [F:1][C:2]1[C:7]([S:8]([CH3:11])(=[O:10])=O)=[CH:6][CH:5]=[C:4](F)[C:3]=1[C:13]([N:15]1[CH2:20][CH2:19][N:18]([C:21]2[CH:26]=[CH:25][C:24]([S:27]([CH3:30])(=[O:29])=[O:28])=[CH:23][C:22]=2[F:31])[CH2:17][CH2:16]1)=[O:14].[CH:32]([O-:35])([CH3:34])[CH3:33].[Na+].[OH2:37]. Given the product [F:1][C:2]1[C:7]([S:8]([CH3:11])(=[O:10])=[O:37])=[CH:6][CH:5]=[C:4]([O:35][CH:32]([CH3:34])[CH3:33])[C:3]=1[C:13]([N:15]1[CH2:16][CH2:17][N:18]([C:21]2[CH:26]=[CH:25][C:24]([S:27]([CH3:30])(=[O:29])=[O:28])=[CH:23][C:22]=2[F:31])[CH2:19][CH2:20]1)=[O:14], predict the reactants needed to synthesize it. (3) Given the product [Cl:4][C:5]1[C:9]([Cl:10])=[C:8]([CH3:11])[NH:7][C:6]=1[C:12]([NH:14][CH:15]1[C:20]2([O:24][CH2:23][CH2:22][O:21]2)[CH2:19][N:18]([C:25]2[S:26][C:27]([C:30]([OH:32])=[O:31])=[CH:28][N:29]=2)[CH2:17][CH2:16]1)=[O:13], predict the reactants needed to synthesize it. The reactants are: [OH-].[Ba+2].[OH-].[Cl:4][C:5]1[C:9]([Cl:10])=[C:8]([CH3:11])[NH:7][C:6]=1[C:12]([NH:14][CH:15]1[C:20]2([O:24][CH2:23][CH2:22][O:21]2)[CH2:19][N:18]([C:25]2[S:26][C:27]([C:30]([O:32]C)=[O:31])=[CH:28][N:29]=2)[CH2:17][CH2:16]1)=[O:13].Cl. (4) Given the product [CH3:28][N:27]([CH3:29])[C:25]1[CH:24]=[CH:23][C:22]2[C:7]3[NH:6][C:11](=[O:12])[C:10]([C:13]([OH:15])=[O:14])=[C:9]([OH:16])[C:8]=3[CH2:17][CH2:18][CH2:19][CH2:20][C:21]=2[CH:26]=1, predict the reactants needed to synthesize it. The reactants are: COC1C=C(OC)C=CC=1C[N:6]1[C:11](=[O:12])[C:10]([C:13]([OH:15])=[O:14])=[C:9]([OH:16])[C:8]2[CH2:17][CH2:18][CH2:19][CH2:20][C:21]3[CH:26]=[C:25]([N:27]([CH3:29])[CH3:28])[CH:24]=[CH:23][C:22]=3[C:7]1=2.[SiH](C(C)C)(C(C)C)C(C)C.C(O)(C(F)(F)F)=O. (5) Given the product [Br:1][C:2]1[CH:10]=[CH:9][C:8]([C:11]#[N:12])=[C:7]2[C:3]=1[C:4]([CH2:13][NH:15][CH:16]([CH:22]([O:26][CH2:27][CH3:28])[O:23][CH2:24][CH3:25])[C:17]([O:19][CH2:20][CH3:21])=[O:18])=[CH:5][NH:6]2, predict the reactants needed to synthesize it. The reactants are: [Br:1][C:2]1[CH:10]=[CH:9][C:8]([C:11]#[N:12])=[C:7]2[C:3]=1[C:4]([CH:13]=O)=[CH:5][NH:6]2.[NH2:15][CH:16]([CH:22]([O:26][CH2:27][CH3:28])[O:23][CH2:24][CH3:25])[C:17]([O:19][CH2:20][CH3:21])=[O:18].C1COCC1.C(O[BH-](OC(=O)C)OC(=O)C)(=O)C.[Na+]. (6) Given the product [NH2:28][C:20]1[O:21][C@H:22]([C:24]([F:25])([F:27])[F:26])[CH2:23][C@:18]([C:16]2[N:17]=[C:12]([NH:11][C:9](=[O:10])[C:6]3[CH:5]=[CH:4][C:3]([C:1]#[N:2])=[CH:8][N:7]=3)[CH:13]=[CH:14][C:15]=2[F:37])([CH3:36])[N:19]=1, predict the reactants needed to synthesize it. The reactants are: [C:1]([C:3]1[CH:4]=[CH:5][C:6]([C:9]([NH:11][C:12]2[N:17]=[C:16]([C@:18]3([CH3:36])[CH2:23][C@@H:22]([C:24]([F:27])([F:26])[F:25])[O:21][C:20]([NH:28]C(=O)OC(C)(C)C)=[N:19]3)[C:15]([F:37])=[CH:14][CH:13]=2)=[O:10])=[N:7][CH:8]=1)#[N:2].C(O)(C(F)(F)F)=O.CO. (7) Given the product [Cl:3][C:11]1[N:10]2[C:32]3[CH:38]=[CH:37][CH:36]=[CH:35][C:33]=3[N:34]=[C:9]2[C:8]([C:6]#[N:7])=[C:13]([CH3:14])[C:12]=1[C:15]1[CH:16]=[C:17]([CH:28]=[CH:29][CH:30]=1)[C:18]([O:20][CH2:21][C:22]1[CH:27]=[CH:26][CH:25]=[CH:24][CH:23]=1)=[O:19], predict the reactants needed to synthesize it. The reactants are: P(Cl)(Cl)([Cl:3])=O.[C:6]([C:8]1[C:9]2[N:10]([C:32]3[CH:38]=[CH:37][CH:36]=[CH:35][C:33]=3[N:34]=2)[C:11](=O)[CH:12]([C:15]2[CH:16]=[C:17]([CH:28]=[CH:29][CH:30]=2)[C:18]([O:20][CH2:21][C:22]2[CH:27]=[CH:26][CH:25]=[CH:24][CH:23]=2)=[O:19])[C:13]=1[CH3:14])#[N:7].